This data is from Catalyst prediction with 721,799 reactions and 888 catalyst types from USPTO. The task is: Predict which catalyst facilitates the given reaction. (1) Product: [NH2:1][C:2]1[C:10]([CH3:11])=[CH:9][C:8]([Br:12])=[CH:7][C:3]=1[C:4]([O:6][CH3:13])=[O:5]. The catalyst class is: 18. Reactant: [NH2:1][C:2]1[C:10]([CH3:11])=[CH:9][C:8]([Br:12])=[CH:7][C:3]=1[C:4]([OH:6])=[O:5].[C:13](=O)([O-])[O-].[Cs+].[Cs+].IC. (2) Reactant: [CH2:1]([N:12]([CH2:17][C:18]([OH:20])=[O:19])[CH2:13][C:14]([OH:16])=[O:15])[CH2:2][N:3]([CH2:8][C:9]([OH:11])=[O:10])[CH2:4][C:5]([OH:7])=[O:6].N.[O-2].[Eu+3:23].[O-2].[O-2].[Eu+3]. Product: [Eu:23].[CH2:2]([N:3]([CH2:8][C:9]([OH:11])=[O:10])[CH2:4][C:5]([OH:7])=[O:6])[CH2:1][N:12]([CH2:17][C:18]([OH:20])=[O:19])[CH2:13][C:14]([OH:16])=[O:15]. The catalyst class is: 6. (3) Reactant: C(OC([NH:8][CH2:9][C:10]([O:12][C@H:13]1[CH2:18][CH2:17][CH2:16][CH2:15][C@@H:14]1[NH:19][C:20]1[CH:25]=[C:24]([N:26]2[C:34]3[CH2:33][C:32]([CH3:36])([CH3:35])[CH2:31][C:30](=[O:37])[C:29]=3[C:28]([CH2:38][CH3:39])=[N:27]2)[CH:23]=[CH:22][C:21]=1[C:40](=[O:42])[NH2:41])=[O:11])=O)(C)(C)C.C1(C)C=CC=CC=1.[ClH:50]. Product: [ClH:50].[NH2:8][CH2:9][C:10]([O:12][C@H:13]1[CH2:18][CH2:17][CH2:16][CH2:15][C@@H:14]1[NH:19][C:20]1[CH:25]=[C:24]([N:26]2[C:34]3[CH2:33][C:32]([CH3:36])([CH3:35])[CH2:31][C:30](=[O:37])[C:29]=3[C:28]([CH2:38][CH3:39])=[N:27]2)[CH:23]=[CH:22][C:21]=1[C:40](=[O:42])[NH2:41])=[O:11]. The catalyst class is: 12. (4) Reactant: [C:1]([C:3]1[CH:8]=[CH:7][C:6]([C:9]2[CH:14]=[CH:13][CH:12]=[C:11]([S:15]([C:18]3[CH:35]=[CH:34][C:21]4[CH2:22][CH2:23][N:24](C(OC(C)(C)C)=O)[CH2:25][CH2:26][C:20]=4[CH:19]=3)(=[O:17])=[O:16])[CH:10]=2)=[CH:5][CH:4]=1)#[N:2].Cl.O1CCOCC1. The catalyst class is: 8. Product: [C:1]([C:3]1[CH:4]=[CH:5][C:6]([C:9]2[CH:14]=[CH:13][CH:12]=[C:11]([S:15]([C:18]3[CH:35]=[CH:34][C:21]4[CH2:22][CH2:23][NH:24][CH2:25][CH2:26][C:20]=4[CH:19]=3)(=[O:16])=[O:17])[CH:10]=2)=[CH:7][CH:8]=1)#[N:2]. (5) Reactant: [Br:1][C:2]1[C:3](=[O:9])[NH:4][N:5]=[CH:6][C:7]=1[Br:8].[N+:10]([O-])([OH:12])=[O:11]. Product: [Br:1][C:2]1[C:3](=[O:9])[NH:4][N:5]=[C:6]([N+:10]([O-:12])=[O:11])[C:7]=1[Br:8]. The catalyst class is: 65. (6) Reactant: [Cl:1][C:2]1[CH:7]=[CH:6][CH:5]=[C:4]([Cl:8])[C:3]=1[C:9]1[CH:18]=[CH:17][C:16]2[C:11](=[CH:12][CH:13]=[C:14]([CH:19]=[C:20]([OH:25])[C:21]([O:23][CH3:24])=[O:22])[CH:15]=2)[N:10]=1.[BH4-].[Na+].C([O-])(O)=O.[Na+].[OH-].[Na+]. Product: [Cl:1][C:2]1[CH:7]=[CH:6][CH:5]=[C:4]([Cl:8])[C:3]=1[C:9]1[CH:18]=[CH:17][C:16]2[C:11](=[CH:12][CH:13]=[C:14]([CH2:19][CH:20]([OH:25])[C:21]([O:23][CH3:24])=[O:22])[CH:15]=2)[N:10]=1. The catalyst class is: 5. (7) Reactant: [NH2:1][C@H:2]([CH2:20][C:21]1[CH:26]=[CH:25][CH:24]=[CH:23][CH:22]=1)[C:3]([NH:5][CH2:6][CH:7]([C:14]1[CH:19]=[CH:18][CH:17]=[CH:16][CH:15]=1)[C:8]1[CH:13]=[CH:12][CH:11]=[CH:10][CH:9]=1)=[O:4].[N+:27]([C:30]1[CH:35]=[CH:34][CH:33]=[CH:32][C:31]=1[S:36](Cl)(=[O:38])=[O:37])([O-:29])=[O:28].C(N(CC)CC)C. Product: [C:14]1([CH:7]([C:8]2[CH:13]=[CH:12][CH:11]=[CH:10][CH:9]=2)[CH2:6][NH:5][C:3](=[O:4])[C@H:2]([NH:1][S:36]([C:31]2[CH:32]=[CH:33][CH:34]=[CH:35][C:30]=2[N+:27]([O-:29])=[O:28])(=[O:37])=[O:38])[CH2:20][C:21]2[CH:22]=[CH:23][CH:24]=[CH:25][CH:26]=2)[CH:15]=[CH:16][CH:17]=[CH:18][CH:19]=1. The catalyst class is: 2. (8) Reactant: Br[CH:2]([C:4]1[CH:5]=[C:6]([C:22]([N:24]([CH3:26])[CH3:25])=[O:23])[CH:7]=[C:8]2[C:13]=1[O:12][C:11]([N:14]1[CH2:19][CH2:18][O:17][C@@H:16]([CH3:20])[CH2:15]1)=[CH:10][C:9]2=[O:21])[CH3:3].[F:27][C:28]1[CH:29]=[C:30]([CH:32]=[C:33]([F:35])[CH:34]=1)[NH2:31]. Product: [F:27][C:28]1[CH:29]=[C:30]([NH:31][CH:2]([C:4]2[CH:5]=[C:6]([C:22]([N:24]([CH3:26])[CH3:25])=[O:23])[CH:7]=[C:8]3[C:13]=2[O:12][C:11]([N:14]2[CH2:19][CH2:18][O:17][C@@H:16]([CH3:20])[CH2:15]2)=[CH:10][C:9]3=[O:21])[CH3:3])[CH:32]=[C:33]([F:35])[CH:34]=1. The catalyst class is: 566.